From a dataset of Full USPTO retrosynthesis dataset with 1.9M reactions from patents (1976-2016). Predict the reactants needed to synthesize the given product. (1) Given the product [F:17][C:18]1[CH:26]=[C:25]([F:27])[CH:24]=[CH:23][C:19]=1[C:20]1[O:14][C:13]([C:3]2[C:4]([C:7]3[CH:12]=[CH:11][CH:10]=[CH:9][CH:8]=3)=[N:5][O:6][C:2]=2[CH3:1])=[N:15][N:16]=1, predict the reactants needed to synthesize it. The reactants are: [CH3:1][C:2]1[O:6][N:5]=[C:4]([C:7]2[CH:12]=[CH:11][CH:10]=[CH:9][CH:8]=2)[C:3]=1[C:13]([NH:15][NH2:16])=[O:14].[F:17][C:18]1[CH:26]=[C:25]([F:27])[CH:24]=[CH:23][C:19]=1[C:20](O)=O. (2) The reactants are: [F:1][C:2]1[CH:30]=[CH:29][CH:28]=[CH:27][C:3]=1[CH2:4][N:5]1[C:9]2=[N:10][CH:11]=[CH:12][CH:13]=[C:8]2[C:7]([C:14]2[N:15]=[C:16](I)[C:17]3[C:22]([CH3:24])([CH3:23])[C:21](=[O:25])[NH:20][C:18]=3[N:19]=2)=[N:6]1.[F:31][C:32]1[C:33]([OH:38])=[N:34][CH:35]=[CH:36][CH:37]=1.C(=O)([O-])[O-].[Cs+].[Cs+].OC1C=CC=CC=1C=NO. Given the product [F:1][C:2]1[CH:30]=[CH:29][CH:28]=[CH:27][C:3]=1[CH2:4][N:5]1[C:9]2=[N:10][CH:11]=[CH:12][CH:13]=[C:8]2[C:7]([C:14]2[N:15]=[C:16]([N:34]3[CH:35]=[CH:36][CH:37]=[C:32]([F:31])[C:33]3=[O:38])[C:17]3[C:22]([CH3:24])([CH3:23])[C:21](=[O:25])[NH:20][C:18]=3[N:19]=2)=[N:6]1, predict the reactants needed to synthesize it. (3) Given the product [NH:9]1[C:8]2[CH:7]=[CH:6][CH:5]=[C:4]([NH2:1])[C:12]=2[N:11]=[CH:10]1, predict the reactants needed to synthesize it. The reactants are: [N+:1]([C:4]1[C:12]2[N:11]=[CH:10][NH:9][C:8]=2[CH:7]=[CH:6][CH:5]=1)([O-])=O.NC1C2N=C(CO)NC=2C=CC=1. (4) Given the product [Cl:1][C:2]1[CH:7]=[CH:6][C:5]([S:8]([NH:11][C@@H:12]([C:20]2[CH:24]=[C:23]([CH3:26])[O:22][N:21]=2)[CH2:13][C:14]2[CH:19]=[CH:18][CH:17]=[CH:16][CH:15]=2)(=[O:9])=[O:10])=[CH:4][CH:3]=1, predict the reactants needed to synthesize it. The reactants are: [Cl:1][C:2]1[CH:7]=[CH:6][C:5]([S:8]([NH:11][C@@H:12]([C:20]2[C:24](I)=[C:23]([CH3:26])[O:22][N:21]=2)[CH2:13][C:14]2[CH:19]=[CH:18][CH:17]=[CH:16][CH:15]=2)(=[O:10])=[O:9])=[CH:4][CH:3]=1.[Li]CCCC.[Cl-].N. (5) Given the product [F:1][C:2]1[CH:7]=[CH:6][C:5]([F:8])=[CH:4][C:3]=1[CH:9]([S:20][C:21]1[CH:22]=[CH:23][C:24]([F:27])=[CH:25][CH:26]=1)[C:10]1[C:11]([CH3:19])=[CH:12][C:13]([C:16]([NH:28][CH2:29][CH2:30][OH:31])=[O:18])=[N:14][CH:15]=1, predict the reactants needed to synthesize it. The reactants are: [F:1][C:2]1[CH:7]=[CH:6][C:5]([F:8])=[CH:4][C:3]=1[CH:9]([S:20][C:21]1[CH:26]=[CH:25][C:24]([F:27])=[CH:23][CH:22]=1)[C:10]1[C:11]([CH3:19])=[CH:12][C:13]([C:16]([OH:18])=O)=[N:14][CH:15]=1.[NH2:28][CH2:29][CH2:30][OH:31].ON1C2C=CC=CC=2N=N1.CN1CCOCC1.Cl.C(N=C=NCCCN(C)C)C.